Dataset: Full USPTO retrosynthesis dataset with 1.9M reactions from patents (1976-2016). Task: Predict the reactants needed to synthesize the given product. (1) Given the product [C:14]1([CH2:13][C:12]([C:9]2[CH:8]=[CH:7][C:6]([CH:2]=[O:1])=[CH:11][CH:10]=2)=[O:20])[CH:15]=[CH:16][CH:17]=[CH:18][CH:19]=1, predict the reactants needed to synthesize it. The reactants are: [O:1]1CCO[CH:2]1[C:6]1[CH:11]=[CH:10][C:9]([C:12](=[O:20])[CH2:13][C:14]2[CH:19]=[CH:18][CH:17]=[CH:16][CH:15]=2)=[CH:8][CH:7]=1.Cl.CCOC(C)=O. (2) Given the product [C:8]1([C:14]2[N:15]=[CH:16][N:17]([CH:25]3[CH2:30][CH2:29][NH:28][CH2:27][CH2:26]3)[C:18]=2[C:19]2[CH:24]=[CH:23][N:22]=[CH:21][N:20]=2)[CH:9]=[CH:10][CH:11]=[CH:12][CH:13]=1, predict the reactants needed to synthesize it. The reactants are: C(O)(C(F)(F)F)=O.[C:8]1([C:14]2[N:15]=[CH:16][N:17]([CH:25]3[CH2:30][CH2:29][N:28](C(OC(C)(C)C)=O)[CH2:27][CH2:26]3)[C:18]=2[C:19]2[CH:24]=[CH:23][N:22]=[CH:21][N:20]=2)[CH:13]=[CH:12][CH:11]=[CH:10][CH:9]=1. (3) Given the product [CH:19]([N:10]([C:11]([CH:13]1[CH2:17][CH:16]=[C:15]([CH3:18])[CH2:14]1)=[O:12])[C:9]1[CH:8]=[C:7]([C:22]2[CH:27]=[CH:26][CH:25]=[CH:24][CH:23]=2)[S:6][C:5]=1[C:3]([OH:4])=[O:2])([CH3:21])[CH3:20], predict the reactants needed to synthesize it. The reactants are: C[O:2][C:3]([C:5]1[S:6][C:7]([C:22]2[CH:27]=[CH:26][CH:25]=[CH:24][CH:23]=2)=[CH:8][C:9]=1[N:10]([CH:19]([CH3:21])[CH3:20])[C:11]([CH:13]1[CH2:17][CH:16]=[C:15]([CH3:18])[CH2:14]1)=[O:12])=[O:4].O[Li].O. (4) Given the product [C:8]([O:12][C:13]([N:15]([CH2:31][C@@H:32]1[CH:36]=[CH:35][CH2:34][N:33]1[C:37](=[O:44])[C:38]1[CH:39]=[CH:40][CH:41]=[CH:42][CH:43]=1)[NH:16][C:17](=[O:30])[C@@H:18]([NH2:23])[CH2:19][CH:20]([CH3:22])[CH3:21])=[O:14])([CH3:10])([CH3:11])[CH3:9], predict the reactants needed to synthesize it. The reactants are: C1([SiH3])C=CC=CC=1.[C:8]([O:12][C:13]([N:15]([CH2:31][C@@H:32]1[CH:36]=[CH:35][CH2:34][N:33]1[C:37](=[O:44])[C:38]1[CH:43]=[CH:42][CH:41]=[CH:40][CH:39]=1)[NH:16][C:17](=[O:30])[C@@H:18]([NH:23]C(OCC=C)=O)[CH2:19][CH:20]([CH3:22])[CH3:21])=[O:14])([CH3:11])([CH3:10])[CH3:9]. (5) Given the product [F:1][C:2]1[CH:3]=[CH:4][C:5]([CH2:6][C:7]2[C:8]3[CH2:31][S:30](=[O:42])[CH2:29][CH2:28][C:9]=3[N:10]=[C:11]([NH:13][C:14]3[CH:19]=[CH:18][C:17]([N:20]4[CH:24]=[C:23]([CH3:25])[N:22]=[CH:21]4)=[C:16]([O:26][CH3:27])[CH:15]=3)[N:12]=2)=[CH:32][CH:33]=1, predict the reactants needed to synthesize it. The reactants are: [F:1][C:2]1[CH:33]=[CH:32][C:5]([CH2:6][C:7]2[C:8]3[CH2:31][S:30][CH2:29][CH2:28][C:9]=3[N:10]=[C:11]([NH:13][C:14]3[CH:19]=[CH:18][C:17]([N:20]4[CH:24]=[C:23]([CH3:25])[N:22]=[CH:21]4)=[C:16]([O:26][CH3:27])[CH:15]=3)[N:12]=2)=[CH:4][CH:3]=1.ClC1C=CC=C(C(OO)=[O:42])C=1.C([O-])(O)=O.[Na+].O. (6) Given the product [CH2:2]([C:4]1[CH:23]=[CH:22][CH:21]=[C:20]([CH3:24])[C:5]=1[CH2:6][NH:7][C:8]1[C:9]2[N:10]([N:16]=[C:17]([CH3:19])[N:18]=2)[CH:11]=[C:12]([CH2:14][NH2:25])[CH:13]=1)[CH3:3], predict the reactants needed to synthesize it. The reactants are: Cl.[CH2:2]([C:4]1[CH:23]=[CH:22][CH:21]=[C:20]([CH3:24])[C:5]=1[CH2:6][NH:7][C:8]1[C:9]2[N:10]([N:16]=[C:17]([CH3:19])[N:18]=2)[CH:11]=[C:12]([CH2:14]Cl)[CH:13]=1)[CH3:3].[NH3:25]. (7) Given the product [CH3:17][C:11]1[CH:12]=[CH:13][CH:14]=[C:15]([CH3:16])[C:10]=1[NH:9][C:7]([C:3]1[N:2]([NH:1][C:30](=[O:31])[C@@H:29]([NH:28][C:26](=[O:27])[O:25][CH2:18][C:19]2[CH:24]=[CH:23][CH:22]=[CH:21][CH:20]=2)[CH3:33])[CH:6]=[CH:5][CH:4]=1)=[O:8], predict the reactants needed to synthesize it. The reactants are: [NH2:1][N:2]1[CH:6]=[CH:5][CH:4]=[C:3]1[C:7]([NH:9][C:10]1[C:15]([CH3:16])=[CH:14][CH:13]=[CH:12][C:11]=1[CH3:17])=[O:8].[CH2:18]([O:25][C:26]([NH:28][C@@H:29]([CH3:33])[C:30](O)=[O:31])=[O:27])[C:19]1[CH:24]=[CH:23][CH:22]=[CH:21][CH:20]=1. (8) Given the product [OH:12][CH:11]([C:7]1[CH:6]=[C:5]2[C:10](=[CH:9][CH:8]=1)[N:1]=[CH:2][CH:3]=[N:4]2)[CH3:13], predict the reactants needed to synthesize it. The reactants are: [N:1]1[C:10]2[C:5](=[CH:6][C:7]([CH:11]=[O:12])=[CH:8][CH:9]=2)[N:4]=[CH:3][CH:2]=1.[CH3:13][Mg]Br. (9) Given the product [Cl:1][C:2]1[C:3]([CH3:18])=[N:4][C:5]2[C:10]([C:11]=1[Cl:21])=[CH:9][C:8]([C:13]([O:15][CH2:16][CH3:17])=[O:14])=[CH:7][CH:6]=2, predict the reactants needed to synthesize it. The reactants are: [Cl:1][C:2]1[C:3]([CH3:18])=[N:4][C:5]2[C:10]([C:11]=1O)=[CH:9][C:8]([C:13]([O:15][CH2:16][CH3:17])=[O:14])=[CH:7][CH:6]=2.P(Cl)(Cl)([Cl:21])=O.